From a dataset of Forward reaction prediction with 1.9M reactions from USPTO patents (1976-2016). Predict the product of the given reaction. (1) Given the reactants [C:1]([C:4]1[CH:9]=[C:8]([C:10]([F:13])([F:12])[F:11])[N:7]=[C:6](/[CH:14]=[CH:15]/[CH2:16][NH:17][C:18](=[O:21])[O:19][CH3:20])[CH:5]=1)(=[O:3])[CH3:2], predict the reaction product. The product is: [CH3:20][O:19][C:18](=[O:21])[NH:17][CH2:16][CH2:15][CH2:14][C:6]1[CH:5]=[C:4]([C:1](=[O:3])[CH3:2])[CH:9]=[C:8]([C:10]([F:11])([F:13])[F:12])[N:7]=1. (2) Given the reactants [Cl:1][C:2]1[CH:10]=[C:9]2[C:5]([C:6]([S:11]([C:14]3[CH:15]=[CH:16][C:17]([CH3:21])=[C:18]([NH2:20])[CH:19]=3)(=[O:13])=[O:12])=[CH:7][NH:8]2)=[CH:4][CH:3]=1.[CH3:22][N:23]1[CH2:28][CH2:27][C:26](=O)[CH2:25][CH2:24]1.S([O-])([O-])(=O)=O.[Na+].[Na+].C(O[BH-](OC(=O)C)OC(=O)C)(=O)C.[Na+], predict the reaction product. The product is: [CH3:21][C:17]1[CH:16]=[CH:15][C:14]([S:11]([C:6]2[C:5]3[C:9](=[CH:10][C:2]([Cl:1])=[CH:3][CH:4]=3)[NH:8][CH:7]=2)(=[O:13])=[O:12])=[CH:19][C:18]=1[NH:20][CH:26]1[CH2:27][CH2:28][N:23]([CH3:22])[CH2:24][CH2:25]1. (3) Given the reactants Br[CH2:2][CH2:3][N:4]1[C:27](=[O:28])[N:7]2[CH:8]([C:20]3[CH:25]=[CH:24][CH:23]=[C:22]([OH:26])[CH:21]=3)[C:9]3[NH:10][C:11]4[C:16]([C:17]=3[CH2:18][C:6]2([CH3:29])[C:5]1=[O:30])=[CH:15][C:14]([Cl:19])=[CH:13][CH:12]=4.[NH3:31], predict the reaction product. The product is: [NH2:31][CH2:2][CH2:3][N:4]1[C:27](=[O:28])[N:7]2[CH:8]([C:20]3[CH:25]=[CH:24][CH:23]=[C:22]([OH:26])[CH:21]=3)[C:9]3[NH:10][C:11]4[C:16]([C:17]=3[CH2:18][C:6]2([CH3:29])[C:5]1=[O:30])=[CH:15][C:14]([Cl:19])=[CH:13][CH:12]=4. (4) The product is: [C:9]([N:1]1[CH2:8][CH2:7][CH2:6][CH:2]1[C:3](=[O:5])[CH3:17])(=[O:11])[CH3:10]. Given the reactants [NH:1]1[CH2:8][CH2:7][CH2:6][C@H:2]1[C:3]([OH:5])=O.[C:9](OC(=O)C)(=[O:11])[CH3:10].N1C=CC=C[CH:17]=1.C(=O)(O)[O-].[Na+], predict the reaction product. (5) Given the reactants O1C=CC=C1C1N(C)[N:9]=[C:8]([CH2:12][P:13](=[O:20])([O:17][CH2:18][CH3:19])[O:14][CH2:15][CH3:16])[CH:7]=1.ClCC1N=[C:25]([C:28]2[CH:33]=[CH:32][CH:31]=[CH:30][CH:29]=2)[S:26]C=1, predict the reaction product. The product is: [C:28]1([C:25]2[S:26][CH:7]=[C:8]([CH2:12][P:13](=[O:20])([O:14][CH2:15][CH3:16])[O:17][CH2:18][CH3:19])[N:9]=2)[CH:33]=[CH:32][CH:31]=[CH:30][CH:29]=1.